From a dataset of Full USPTO retrosynthesis dataset with 1.9M reactions from patents (1976-2016). Predict the reactants needed to synthesize the given product. (1) Given the product [CH:3]1([C@H:8]([NH:13][C:14]([C:16]2[C:25]([NH:26][C:27]([NH:29][C:30]3[C:35]([CH3:36])=[CH:34][C:33]([CH3:37])=[CH:32][C:31]=3[CH3:38])=[O:28])=[CH:24][C:23]3[C:18](=[CH:19][CH:20]=[CH:21][CH:22]=3)[CH:17]=2)=[O:15])[C:9]([OH:11])=[O:10])[CH2:7][CH2:6][CH2:5][CH2:4]1, predict the reactants needed to synthesize it. The reactants are: [Li+].[OH-].[CH:3]1([C@H:8]([NH:13][C:14]([C:16]2[C:25]([NH:26][C:27]([NH:29][C:30]3[C:35]([CH3:36])=[CH:34][C:33]([CH3:37])=[CH:32][C:31]=3[CH3:38])=[O:28])=[CH:24][C:23]3[C:18](=[CH:19][CH:20]=[CH:21][CH:22]=3)[CH:17]=2)=[O:15])[C:9]([O:11]C)=[O:10])[CH2:7][CH2:6][CH2:5][CH2:4]1.Cl.C(OCC)(=O)C. (2) Given the product [C:2]([C:6]1[CH:10]=[C:9]([CH2:11][NH:12][C:32]([NH:31][C:23]2[CH:24]=[CH:25][C:26]([C:27]3([OH:30])[CH2:28][CH2:29]3)=[C:21]([F:20])[CH:22]=2)=[O:33])[N:8]([C:13]2[CH:18]=[CH:17][CH:16]=[C:15]([Cl:19])[CH:14]=2)[N:7]=1)([CH3:5])([CH3:3])[CH3:4], predict the reactants needed to synthesize it. The reactants are: Cl.[C:2]([C:6]1[CH:10]=[C:9]([CH2:11][NH2:12])[N:8]([C:13]2[CH:18]=[CH:17][CH:16]=[C:15]([Cl:19])[CH:14]=2)[N:7]=1)([CH3:5])([CH3:4])[CH3:3].[F:20][C:21]1[CH:22]=[C:23]([NH:31][C:32](=O)[O:33]C2C=CC=CC=2)[CH:24]=[CH:25][C:26]=1[C:27]1([OH:30])[CH2:29][CH2:28]1. (3) Given the product [CH2:37]([O:39][C:29]([C:26]1[CH:27]=[C:28]2[C:23](=[CH:24][CH:25]=1)[NH:22][N:21]=[C:20]2[C:15]1[CH:14]=[CH:13][C:12]2[C:17](=[CH:18][CH:19]=[C:10]([O:9][CH2:8][CH2:7][C:3]3[CH:2]=[N:1][CH:6]=[CH:5][CH:4]=3)[CH:11]=2)[CH:16]=1)=[NH:30])[CH3:38], predict the reactants needed to synthesize it. The reactants are: [N:1]1[CH:6]=[CH:5][CH:4]=[C:3]([CH2:7][CH2:8][O:9][C:10]2[CH:11]=[C:12]3[C:17](=[CH:18][CH:19]=2)[CH:16]=[C:15]([C:20]2[C:28]4[C:23](=[CH:24][CH:25]=[C:26]([C:29]#[N:30])[CH:27]=4)[N:22](C4CCCCO4)[N:21]=2)[CH:14]=[CH:13]3)[CH:2]=1.[CH2:37]([OH:39])[CH3:38]. (4) Given the product [CH2:27]([C:29]1[S:37][C:36]2[N:35]=[C:34]([CH:38]([CH3:39])[CH3:40])[N:33]=[C:32]([N:41]3[CH2:42][CH2:43][N:44]([C:47](=[O:48])[CH2:19][C:20]4[CH:25]=[CH:24][CH:23]=[CH:22][CH:21]=4)[CH2:45][CH2:46]3)[C:31]=2[CH:30]=1)[CH3:28], predict the reactants needed to synthesize it. The reactants are: C(C1NC2C(=NC=NC=2N2CCN(C(=O)[CH2:19][C:20]3[CH:25]=[CH:24][CH:23]=[CH:22][CH:21]=3)CC2)N=1)C.[CH2:27]([C:29]1[S:37][C:36]2[N:35]=[C:34]([CH:38]([CH3:40])[CH3:39])[N:33]=[C:32]([N:41]3[CH2:46][CH2:45][N:44]([C:47](OC(C)(C)C)=[O:48])[CH2:43][CH2:42]3)[C:31]=2[CH:30]=1)[CH3:28]. (5) Given the product [NH2:30][C:29]1[CH:28]=[C:27]([C:45]2[CH:44]=[N:43][N:42]([CH2:41][C@H:36]([OH:35])[C:37]([O:39][CH3:40])=[O:38])[CH:46]=2)[CH:33]=[C:32]([CH3:34])[CH:31]=1, predict the reactants needed to synthesize it. The reactants are: C(P(C12CC3CC(CC(C3)C1)C2)C12CC3CC(CC(C3)C1)C2)CCC.Br[C:27]1[CH:28]=[C:29]([CH:31]=[C:32]([CH3:34])[CH:33]=1)[NH2:30].[OH:35][C@@H:36]([CH2:41][N:42]1[CH:46]=[C:45](B2OC(C)(C)C(C)(C)O2)[CH:44]=[N:43]1)[C:37]([O:39][CH3:40])=[O:38].[F-].[K+].